This data is from Catalyst prediction with 721,799 reactions and 888 catalyst types from USPTO. The task is: Predict which catalyst facilitates the given reaction. (1) Reactant: [OH:1][CH:2]1[CH2:7][CH2:6][CH:5]([C:8]([O:10]CC)=O)[CH2:4][CH2:3]1.[NH2:13][NH2:14]. Product: [OH:1][CH:2]1[CH2:7][CH2:6][CH:5]([C:8]([NH:13][NH2:14])=[O:10])[CH2:4][CH2:3]1. The catalyst class is: 5. (2) Reactant: [CH:1]1([CH2:7][CH2:8][O:9][C:10]2[C:31]([O:32][CH3:33])=[CH:30][C:13]3[C:14]4[N:19]([CH:20]([CH2:22][CH3:23])[CH2:21][C:12]=3[CH:11]=2)[CH:18]=[C:17]([C:24]([O:26]CC)=[O:25])[C:16](=[O:29])[CH:15]=4)[CH2:6][CH2:5][CH2:4][CH2:3][CH2:2]1.[OH-].[Na+].Cl. Product: [CH:1]1([CH2:7][CH2:8][O:9][C:10]2[C:31]([O:32][CH3:33])=[CH:30][C:13]3[C:14]4[N:19]([CH:20]([CH2:22][CH3:23])[CH2:21][C:12]=3[CH:11]=2)[CH:18]=[C:17]([C:24]([OH:26])=[O:25])[C:16](=[O:29])[CH:15]=4)[CH2:6][CH2:5][CH2:4][CH2:3][CH2:2]1. The catalyst class is: 1.